Task: Predict the product of the given reaction.. Dataset: Forward reaction prediction with 1.9M reactions from USPTO patents (1976-2016) (1) Given the reactants [H-].C([Al+]CC(C)C)C(C)C.[Br:11][C:12]1[N:13]([CH2:25][CH:26]=[C:27]([CH3:29])[CH3:28])[C:14]([C:21]([O:23][CH3:24])=[O:22])=[C:15]([C:17](OC)=[O:18])[N:16]=1.Cl.O, predict the reaction product. The product is: [Br:11][C:12]1[N:13]([CH2:25][CH:26]=[C:27]([CH3:29])[CH3:28])[C:14]([C:21]([O:23][CH3:24])=[O:22])=[C:15]([CH:17]=[O:18])[N:16]=1. (2) Given the reactants [Cl:1][C:2]1[CH:12]=[CH:11][CH:10]=[CH:9][C:3]=1[O:4][CH2:5][C:6](O)=[O:7].CN(C(ON1N=NC2C=CC=NC1=2)=[N+](C)C)C.F[P-](F)(F)(F)(F)F.CCN(CC)CC.[NH:44]([C:46](=[S:48])[NH2:47])[NH2:45], predict the reaction product. The product is: [Cl:1][C:2]1[CH:12]=[CH:11][CH:10]=[CH:9][C:3]=1[O:4][CH2:5][C:6]([NH:45][NH:44][C:46](=[S:48])[NH2:47])=[O:7].